This data is from Reaction yield outcomes from USPTO patents with 853,638 reactions. The task is: Predict the reaction yield, written as a fraction of the theoretical maximum amount of product (1.0 means a 100% yield; for example, 0.34 means a 34% yield). (1) The reactants are [F:1][C:2]1[CH:7]=[CH:6][C:5]([N:8]2[C:12]([NH:13][C:14](=[O:22])OC3C=CC=CC=3)=[CH:11][C:10]([C:23]([F:26])([F:25])[F:24])=[N:9]2)=[CH:4][CH:3]=1.[CH3:27][O:28][C:29]1[CH:30]=[C:31]2[C:36](=[CH:37][C:38]=1[O:39][CH3:40])[N:35]=[CH:34][N:33]=[C:32]2[S:41][C:42]1[CH:43]=[C:44]([CH:46]=[CH:47][CH:48]=1)[NH2:45]. The catalyst is CN(C)C1C=CN=CC=1.C1COCC1. The product is [CH3:27][O:28][C:29]1[CH:30]=[C:31]2[C:36](=[CH:37][C:38]=1[O:39][CH3:40])[N:35]=[CH:34][N:33]=[C:32]2[S:41][C:42]1[CH:43]=[C:44]([NH:45][C:14]([NH:13][C:12]2[N:8]([C:5]3[CH:4]=[CH:3][C:2]([F:1])=[CH:7][CH:6]=3)[N:9]=[C:10]([C:23]([F:24])([F:25])[F:26])[CH:11]=2)=[O:22])[CH:46]=[CH:47][CH:48]=1. The yield is 0.790. (2) The reactants are [N+:1]([O-:4])(O)=[O:2].[C:5]([NH:8][C:9]1[CH:17]=[CH:16][C:12]([C:13]([OH:15])=[O:14])=[CH:11][C:10]=1[CH3:18])(=[O:7])[CH3:6]. The catalyst is S(=O)(=O)(O)O. The product is [C:5]([NH:8][C:9]1[C:17]([N+:1]([O-:4])=[O:2])=[CH:16][C:12]([C:13]([OH:15])=[O:14])=[CH:11][C:10]=1[CH3:18])(=[O:7])[CH3:6]. The yield is 0.720. (3) No catalyst specified. The reactants are [NH2:1][C:2]1[CH:3]=[C:4]([CH:8]=[CH:9][C:10]=1[F:11])[C:5]([OH:7])=O.[NH:12]1[CH2:17][CH2:16][CH2:15][C@@H:14]2[C:18]3[CH:19]=[CH:20][CH:21]=[CH:22][C:23]=3[CH2:24][C@H:13]12.F[P-](F)(F)(F)(F)F.N1(OC(N(C)C)=[N+](C)C)C2N=CC=CC=2N=N1. The product is [NH2:1][C:2]1[CH:3]=[C:4]([C:5]([N:12]2[CH2:17][CH2:16][CH2:15][C@@H:14]3[C:18]4[CH:19]=[CH:20][CH:21]=[CH:22][C:23]=4[CH2:24][C@H:13]23)=[O:7])[CH:8]=[CH:9][C:10]=1[F:11]. The yield is 0.680. (4) The reactants are CS[C:3]1[CH:11]=[CH:10][C:6]([C:7]([OH:9])=[O:8])=[CH:5][C:4]=1[N+:12]([O-:14])=[O:13].O[O:16][S:17]([O-:19])=O.[K+].[CH3:21]O. The product is [CH3:21][S:17]([C:3]1[CH:11]=[CH:10][C:6]([C:7]([OH:9])=[O:8])=[CH:5][C:4]=1[N+:12]([O-:14])=[O:13])(=[O:19])=[O:16]. The yield is 0.890. The catalyst is O. (5) The reactants are [F:1][C:2]1[CH:3]=[C:4]([OH:8])[CH:5]=[CH:6][CH:7]=1.F[C:10]1[CH:15]=[CH:14][CH:13]=[CH:12][C:11]=1[N+:16]([O-:18])=[O:17].[F:19][C:20]1[CH:21]=[C:22]([CH:31]=[CH:32][CH:33]=1)[O:23][C:24]1[CH:30]=[CH:29][CH:28]=[CH:27][C:25]=1[NH2:26].[NH2:34][C:35]1[S:36][CH:37]=[CH:38][N:39]=1. No catalyst specified. The product is [F:1][C:2]1[CH:3]=[C:4]([CH:5]=[CH:6][CH:7]=1)[O:8][C:10]1[CH:15]=[CH:14][CH:13]=[CH:12][C:11]=1[N+:16]([O-:18])=[O:17].[F:19][C:20]1[CH:21]=[C:22]([CH:31]=[CH:32][CH:33]=1)[O:23][C:24]1[CH:30]=[CH:29][CH:28]=[CH:27][C:25]=1[NH:26][C:4]([NH:34][C:35]1[S:36][CH:37]=[CH:38][N:39]=1)=[O:8]. The yield is 0.730.